Dataset: Forward reaction prediction with 1.9M reactions from USPTO patents (1976-2016). Task: Predict the product of the given reaction. (1) Given the reactants [C@H:1]12[CH2:25][C@H:4]([N:5]([C:7]3[N:12]=[C:11](Cl)[N:10]=[C:9]([C:14]4[CH:15]=[C:16]([O:21][CH:22]([F:24])[F:23])[C:17]([NH2:20])=[N:18][CH:19]=4)[CH:8]=3)[CH2:6]1)[CH2:3][O:2]2.ClC1C(P(C2CCCCC2)C2CCCCC2)=C(C2C(C(C)C)=CC(C(C)C)=CC=2C(C)C)C=CC=1.C1(P(C2CCCCC2)C2C=CC=CC=2C2C(C(C)C)=CC(C(C)C)=CC=2C(C)C)CCCCC1.[Br-].[S:96]1[CH:100]=[CH:99][N:98]=[C:97]1[Zn+], predict the reaction product. The product is: [C@H:1]12[CH2:25][C@H:4]([N:5]([C:7]3[N:12]=[C:11]([C:97]4[S:96][CH:100]=[CH:99][N:98]=4)[N:10]=[C:9]([C:14]4[CH:15]=[C:16]([O:21][CH:22]([F:24])[F:23])[C:17]([NH2:20])=[N:18][CH:19]=4)[CH:8]=3)[CH2:6]1)[CH2:3][O:2]2. (2) Given the reactants Cl[CH:2]1[CH2:7][CH2:6][CH2:5][CH2:4][C:3]1=O.[CH3:9][O:10][C:11]1[CH:12]=[C:13]([NH:23][C:24]([NH2:26])=[S:25])[CH:14]=[CH:15][C:16]=1[N:17]1[CH:21]=[C:20]([CH3:22])[N:19]=[CH:18]1, predict the reaction product. The product is: [CH3:9][O:10][C:11]1[CH:12]=[C:13]([NH:23][C:24]2[S:25][C:2]3[CH2:7][CH2:6][CH2:5][CH2:4][C:3]=3[N:26]=2)[CH:14]=[CH:15][C:16]=1[N:17]1[CH:21]=[C:20]([CH3:22])[N:19]=[CH:18]1. (3) Given the reactants [O:1]1[C:13]2[C:4](=[CH:5][C:6]3[S:10][C:9]([NH2:11])=[N:8][C:7]=3[CH:12]=2)[O:3][CH2:2]1.[C:14]1([CH3:23])[CH:19]=[CH:18][C:17]([C:20](Cl)=[O:21])=[CH:16][CH:15]=1.C[O:25][C:26]1[CH:35]=CC2N=C(N)SC=2C=1.ClC1C=C(C=CC=1)C(Cl)=[O:41], predict the reaction product. The product is: [CH3:23][C:14]1[CH:19]=[CH:18][C:17]([C:20]([N:11]=[C:9]2[N:8]([CH2:35][C:26]([OH:25])=[O:41])[C:7]3[CH:12]=[C:13]4[O:1][CH2:2][O:3][C:4]4=[CH:5][C:6]=3[S:10]2)=[O:21])=[CH:16][CH:15]=1.